Dataset: Reaction yield outcomes from USPTO patents with 853,638 reactions. Task: Predict the reaction yield, written as a fraction of the theoretical maximum amount of product (1.0 means a 100% yield; for example, 0.34 means a 34% yield). (1) The reactants are [C:1]([O:5][C:6]([C:8]1[CH:13]=[CH:12][C:11]([C:14]2[C:15]([C:29]([O:31][CH2:32][CH3:33])=[O:30])=[N:16][N:17]([C:23]3[CH:28]=[CH:27][CH:26]=[CH:25][CH:24]=3)[C:18]=2[CH2:19][CH2:20][CH2:21][CH3:22])=[C:10]([C:34]([N:36]2[CH2:45][CH2:44][C:43]3[C:38](=[CH:39][CH:40]=[CH:41][CH:42]=3)[CH2:37]2)=[O:35])[CH:9]=1)=[O:7])([CH3:4])([CH3:3])[CH3:2].[C:46]1([C:46]2[CH:51]=[CH:50][CH:49]=[CH:48][CH:47]=2)[CH:51]=[CH:50][C:49](N/N=C/C(OCC)=O)=[CH:48][CH:47]=1.[N+](C(CCCC)=CC1C=CC(C(OC(C)(C)C)=O)=CC=1C(N1CCC2C(=CC=CC=2)C1)=O)([O-])=O. No catalyst specified. The product is [C:26]1([C:46]2[CH:51]=[CH:50][CH:49]=[CH:48][CH:47]=2)[CH:27]=[CH:28][C:23]([N:17]2[C:18]([CH2:19][CH2:20][CH2:21][CH3:22])=[C:14]([C:11]3[CH:12]=[CH:13][C:8]([C:6]([O:5][C:1]([CH3:3])([CH3:4])[CH3:2])=[O:7])=[CH:9][C:10]=3[C:34]([N:36]3[CH2:45][CH2:44][C:43]4[C:38](=[CH:39][CH:40]=[CH:41][CH:42]=4)[CH2:37]3)=[O:35])[C:15]([C:29]([O:31][CH2:32][CH3:33])=[O:30])=[N:16]2)=[CH:24][CH:25]=1. The yield is 0.620. (2) The reactants are [C:1]([O:10]N1C(=O)CCC1=O)([O:3][CH2:4][CH2:5][Si:6]([CH3:9])([CH3:8])[CH3:7])=O.[C:18]([O:22][C:23]([NH:25][C@@H:26]([CH2:33][CH:34]1[CH2:39][CH2:38][CH2:37][CH2:36][CH2:35]1)[CH2:27][NH:28][CH2:29][CH2:30][CH2:31][CH3:32])=[O:24])([CH3:21])([CH3:20])[CH3:19].C([O-])([O-])=O.[Na+].[Na+].O. The catalyst is C(Cl)Cl. The product is [C:18]([O:22][C:23]([NH:25][C@@H:26]([CH2:33][CH:34]1[CH2:35][CH2:36][CH2:37][CH2:38][CH2:39]1)[CH2:27][N:28]([CH2:29][CH2:30][CH2:31][CH3:32])[C:1]([O:3][CH2:4][CH2:5][Si:6]([CH3:7])([CH3:8])[CH3:9])=[O:10])=[O:24])([CH3:19])([CH3:20])[CH3:21]. The yield is 1.06. (3) The reactants are CCN(CC)CC.[SH:8][CH2:9][C:10]([OH:12])=[O:11].Cl[C:14]1[CH:19]=[CH:18][C:17]([N+:20]([O-:22])=[O:21])=[CH:16][C:15]=1[N+:23]([O-:25])=[O:24].O. The catalyst is O1CCOCC1. The product is [N+:20]([C:17]1[CH:16]=[C:15]([N+:23]([O-:25])=[O:24])[CH:14]=[CH:19][C:18]=1[S:8][CH2:9][C:10]([OH:12])=[O:11])([O-:22])=[O:21]. The yield is 0.740. (4) The reactants are [CH2:1]([N:8]1[CH2:13][CH2:12][C:11]([S:21]([C:24]2[CH:29]=[CH:28][C:27]([C:30]3[CH:35]=[CH:34][C:33]([O:36][C:37]([F:42])([F:41])[CH:38]([F:40])[F:39])=[CH:32][CH:31]=3)=[CH:26][CH:25]=2)(=[O:23])=[O:22])([C:14](OC(C)(C)C)=[O:15])[CH2:10][CH2:9]1)[C:2]1C=CC=C[CH:3]=1.C(N(CC)CC)C.F[B-](F)(F)F.N1(OC(N(C)C)=[N+](C)C)C2C=CC=CC=2N=N1.[O:72]1[CH2:77][CH2:76][CH2:75][CH2:74][CH:73]1[O:78][NH2:79]. The catalyst is CN(C)C=O.C(OCC)(=O)C. The product is [CH:1]1([N:8]2[CH2:13][CH2:12][C:11]([S:21]([C:24]3[CH:25]=[CH:26][C:27]([C:30]4[CH:31]=[CH:32][C:33]([O:36][C:37]([F:41])([F:42])[CH:38]([F:39])[F:40])=[CH:34][CH:35]=4)=[CH:28][CH:29]=3)(=[O:23])=[O:22])([C:14]([NH:79][O:78][CH:73]3[CH2:74][CH2:75][CH2:76][CH2:77][O:72]3)=[O:15])[CH2:10][CH2:9]2)[CH2:2][CH2:3]1. The yield is 0.830. (5) The reactants are Br[CH2:2][C:3]1[CH:8]=[CH:7][C:6]([C@@:9]([NH:31][C:32](=[O:44])[C:33]2[CH:38]=[CH:37][C:36]([F:39])=[C:35]([C:40]([F:43])([F:42])[F:41])[CH:34]=2)([C:17]2[CH:22]=[C:21]([O:23][C:24]([F:29])([F:28])[CH:25]([F:27])[F:26])[CH:20]=[C:19]([F:30])[CH:18]=2)[CH2:10][C:11]2[CH:16]=[CH:15][CH:14]=[CH:13][CH:12]=2)=[CH:5][CH:4]=1.[CH3:45][O-:46].[Na+]. The catalyst is CO. The product is [F:39][C:36]1[CH:37]=[CH:38][C:33]([C:32]([NH:31][C@@:9]([C:17]2[CH:22]=[C:21]([O:23][C:24]([F:28])([F:29])[CH:25]([F:27])[F:26])[CH:20]=[C:19]([F:30])[CH:18]=2)([C:6]2[CH:5]=[CH:4][C:3]([CH2:2][O:46][CH3:45])=[CH:8][CH:7]=2)[CH2:10][C:11]2[CH:16]=[CH:15][CH:14]=[CH:13][CH:12]=2)=[O:44])=[CH:34][C:35]=1[C:40]([F:43])([F:41])[F:42]. The yield is 0.670. (6) The reactants are [C:1]([CH2:3][C:4](O)=[O:5])#[N:2].C(Cl)(=O)C(Cl)=O.[NH2:13][C:14]([C:21]1[CH:26]=[CH:25][C:24]([O:27][CH2:28][CH2:29][CH2:30][CH3:31])=[CH:23][CH:22]=1)([CH3:20])[CH2:15][C:16]([O:18][CH3:19])=[O:17].N1C=CC=CC=1. The catalyst is C(Cl)Cl.CN(C=O)C. The product is [CH2:28]([O:27][C:24]1[CH:23]=[CH:22][C:21]([C:14]([NH:13][C:4](=[O:5])[CH2:3][C:1]#[N:2])([CH3:20])[CH2:15][C:16]([O:18][CH3:19])=[O:17])=[CH:26][CH:25]=1)[CH2:29][CH2:30][CH3:31]. The yield is 0.870.